From a dataset of Reaction yield outcomes from USPTO patents with 853,638 reactions. Predict the reaction yield, written as a fraction of the theoretical maximum amount of product (1.0 means a 100% yield; for example, 0.34 means a 34% yield). (1) The reactants are C(O[C:4](=[O:21])[CH2:5][C:6]([CH:8]1[CH2:13][CH2:12][N:11]([C:14]([O:16][C:17]([CH3:20])([CH3:19])[CH3:18])=[O:15])[CH2:10][CH2:9]1)=O)C.C[C:23]1[CH:28]=[C:27]([C:29]([F:32])([F:31])[F:30])[N:26]=[C:25]2[NH:33][N:34]=[C:35]([NH2:36])[C:24]=12.P([O-])([O-])([O-])=O.[K+].[K+].[K+]. The catalyst is COCC(O)C.O.Cl. The product is [F:31][C:29]([F:30])([F:32])[C:27]1[CH:28]=[CH:23][C:24]2[C:25]([N:26]=1)=[N:33][N:34]1[C:4](=[O:21])[CH:5]=[C:6]([CH:8]3[CH2:9][CH2:10][N:11]([C:14]([O:16][C:17]([CH3:18])([CH3:19])[CH3:20])=[O:15])[CH2:12][CH2:13]3)[NH:36][C:35]=21. The yield is 0.120. (2) The reactants are [CH3:1][O:2][C:3]1[CH:11]=[C:10]2[C:6]([CH:7]=[CH:8][NH:9]2)=[CH:5][CH:4]=1.N1C2C(=CC=CC=2)C=[C:13]1C(OCC)=O. No catalyst specified. The product is [CH3:1][O:2][C:3]1[CH:11]=[C:10]2[C:6]([CH:7]=[CH:8][N:9]2[CH3:13])=[CH:5][CH:4]=1. The yield is 0.950. (3) The reactants are [CH:1]1([CH2:4][O:5][C:6]2[CH:7]=[C:8]([CH2:12][C:13](Cl)=[N:14][OH:15])[CH:9]=[CH:10][CH:11]=2)[CH2:3][CH2:2]1.[C:17]([C:19]1[C:20]([NH2:26])=[N:21][C:22]([NH2:25])=[CH:23][CH:24]=1)#[CH:18].C(N(CC)CC)C. The catalyst is O1CCCC1. The product is [CH:1]1([CH2:4][O:5][C:6]2[CH:7]=[C:8]([CH:9]=[CH:10][CH:11]=2)[CH2:12][C:13]2[CH:18]=[C:17]([C:19]3[C:20]([NH2:26])=[N:21][C:22]([NH2:25])=[CH:23][CH:24]=3)[O:15][N:14]=2)[CH2:3][CH2:2]1. The yield is 0.560. (4) The reactants are [C:1]([O:5][C:6](=[O:30])[C@H:7]([CH2:16][CH2:17][CH2:18][NH:19][C:20](OCC1C=CC=CC=1)=O)[NH:8][C:9]([O:11][C:12]([CH3:15])([CH3:14])[CH3:13])=[O:10])([CH3:4])([CH3:3])[CH3:2].[N:31]#CBr.C(=O)(O)[O-].[Na+]. The catalyst is C(OCC)(=O)C.[Pd].CCOCC. The product is [C:1]([O:5][C:6](=[O:30])[C@H:7]([CH2:16][CH2:17][CH2:18][NH:19][C:20]#[N:31])[NH:8][C:9]([O:11][C:12]([CH3:15])([CH3:14])[CH3:13])=[O:10])([CH3:4])([CH3:3])[CH3:2]. The yield is 0.670. (5) The reactants are C1C(=O)N(Cl)C(=O)C1.[CH2:9]([O:16][N:17]1[C:23](=[O:24])[N:22]2[CH2:25][CH:18]1[CH2:19][CH2:20][CH:21]2/[CH:26]=[N:27]/[OH:28])[C:10]1[CH:15]=[CH:14][CH:13]=[CH:12][CH:11]=1.[C:29]([Si:31]([CH3:34])([CH3:33])[CH3:32])#[CH:30].CCN(C(C)C)C(C)C. The catalyst is N1C=CC=CC=1.C(Cl)Cl. The product is [CH2:9]([O:16][N:17]1[C:23](=[O:24])[N:22]2[CH2:25][C@H:18]1[CH2:19][CH2:20][C@H:21]2[C:26]1[CH:30]=[C:29]([Si:31]([CH3:34])([CH3:33])[CH3:32])[O:28][N:27]=1)[C:10]1[CH:11]=[CH:12][CH:13]=[CH:14][CH:15]=1. The yield is 0.410. (6) The reactants are [CH2:1]([NH:8][S:9]([C:12]1[CH:17]=[CH:16][CH:15]=[C:14]([CH2:18][OH:19])[CH:13]=1)(=[O:11])=[O:10])[C:2]1[CH:7]=[CH:6][CH:5]=[CH:4][CH:3]=1. The catalyst is C(Cl)Cl.O=[Mn]=O. The product is [CH2:1]([NH:8][S:9]([C:12]1[CH:17]=[CH:16][CH:15]=[C:14]([CH:18]=[O:19])[CH:13]=1)(=[O:11])=[O:10])[C:2]1[CH:7]=[CH:6][CH:5]=[CH:4][CH:3]=1. The yield is 0.850.